From a dataset of Reaction yield outcomes from USPTO patents with 853,638 reactions. Predict the reaction yield, written as a fraction of the theoretical maximum amount of product (1.0 means a 100% yield; for example, 0.34 means a 34% yield). (1) The reactants are C([O:3][C:4](=[O:23])[CH2:5][C:6]([N:8]1[CH2:13][CH2:12][CH:11]([O:14][C:15]2[CH:20]=[C:19]([F:21])[CH:18]=[CH:17][C:16]=2[Cl:22])[CH2:10][CH2:9]1)=[O:7])C.CO.O.O[Li].O. The catalyst is C1COCC1. The product is [Cl:22][C:16]1[CH:17]=[CH:18][C:19]([F:21])=[CH:20][C:15]=1[O:14][CH:11]1[CH2:10][CH2:9][N:8]([C:6](=[O:7])[CH2:5][C:4]([OH:23])=[O:3])[CH2:13][CH2:12]1. The yield is 0.730. (2) The reactants are [OH:1][C:2]1[CH:3]=[CH:4][C:5]2[CH2:6][C@H:7]3[NH:18][CH2:17][CH2:16][C@@:13]4([C:14]=2[CH:15]=1)[C@H:8]3[CH2:9][CH2:10][CH2:11][CH2:12]4.C(N(CC)CC)C.Cl[C:27]([O:29][CH2:30][C:31]1[CH:36]=[CH:35][CH:34]=[CH:33][CH:32]=1)=[O:28].[Na+].[Cl-]. The catalyst is ClCCl. The product is [OH:1][C:2]1[CH:3]=[CH:4][C:5]2[CH2:6][C@H:7]3[N:18]([C:27]([O:29][CH2:30][C:31]4[CH:36]=[CH:35][CH:34]=[CH:33][CH:32]=4)=[O:28])[CH2:17][CH2:16][C@@:13]4([C:14]=2[CH:15]=1)[C@H:8]3[CH2:9][CH2:10][CH2:11][CH2:12]4. The yield is 0.510.